Dataset: Full USPTO retrosynthesis dataset with 1.9M reactions from patents (1976-2016). Task: Predict the reactants needed to synthesize the given product. Given the product [CH3:7][C:8]([CH2:15][CH2:16][CH2:17][CH:18]([CH3:30])[CH2:19][CH2:20][CH2:21][CH:22]([CH3:29])[CH2:23][CH2:24][CH2:25][CH:26]([CH3:28])[CH3:27])=[CH:9][CH2:10][CH2:11][OH:12], predict the reactants needed to synthesize it. The reactants are: [H-].[Al+3].[Li+].[H-].[H-].[H-].[CH3:7][C:8]([CH2:15][CH2:16][CH2:17][CH:18]([CH3:30])[CH2:19][CH2:20][CH2:21][CH:22]([CH3:29])[CH2:23][CH2:24][CH2:25][CH:26]([CH3:28])[CH3:27])=[CH:9][CH2:10][C:11](OC)=[O:12].S([O-])([O-])(=O)=O.[Na+].[Na+].